Dataset: NCI-60 drug combinations with 297,098 pairs across 59 cell lines. Task: Regression. Given two drug SMILES strings and cell line genomic features, predict the synergy score measuring deviation from expected non-interaction effect. (1) Drug 1: CC(C1=C(C=CC(=C1Cl)F)Cl)OC2=C(N=CC(=C2)C3=CN(N=C3)C4CCNCC4)N. Drug 2: CC12CCC3C(C1CCC2O)C(CC4=C3C=CC(=C4)O)CCCCCCCCCS(=O)CCCC(C(F)(F)F)(F)F. Cell line: SK-OV-3. Synergy scores: CSS=6.97, Synergy_ZIP=-1.89, Synergy_Bliss=2.60, Synergy_Loewe=2.14, Synergy_HSA=2.56. (2) Drug 1: CC1=C2C(C(=O)C3(C(CC4C(C3C(C(C2(C)C)(CC1OC(=O)C(C(C5=CC=CC=C5)NC(=O)OC(C)(C)C)O)O)OC(=O)C6=CC=CC=C6)(CO4)OC(=O)C)OC)C)OC. Drug 2: C1CC(=O)NC(=O)C1N2C(=O)C3=CC=CC=C3C2=O. Cell line: IGROV1. Synergy scores: CSS=8.59, Synergy_ZIP=-9.38, Synergy_Bliss=-15.2, Synergy_Loewe=-41.6, Synergy_HSA=-15.5.